From a dataset of Peptide-MHC class II binding affinity with 134,281 pairs from IEDB. Regression. Given a peptide amino acid sequence and an MHC pseudo amino acid sequence, predict their binding affinity value. This is MHC class II binding data. (1) The peptide sequence is KWHKHYLVCNYGPSG. The MHC is DRB1_0401 with pseudo-sequence DRB1_0401. The binding affinity (normalized) is 0.406. (2) The peptide sequence is SEIEEFRDRARVPLT. The binding affinity (normalized) is 0.415. The MHC is DRB1_0301 with pseudo-sequence DRB1_0301.